Dataset: Full USPTO retrosynthesis dataset with 1.9M reactions from patents (1976-2016). Task: Predict the reactants needed to synthesize the given product. (1) Given the product [CH2:1]([O:3][C:4](=[O:25])[C:5]([S:8][C:9]1[S:10][CH:11]=[C:12]([CH2:14][CH2:15][O:16][CH2:17][C:18]2[CH:23]=[CH:22][C:21]([C:30]3[CH:31]=[CH:32][C:27]([F:26])=[CH:28][CH:29]=3)=[CH:20][CH:19]=2)[N:13]=1)([CH3:7])[CH3:6])[CH3:2], predict the reactants needed to synthesize it. The reactants are: [CH2:1]([O:3][C:4](=[O:25])[C:5]([S:8][C:9]1[S:10][CH:11]=[C:12]([CH2:14][CH2:15][O:16][CH2:17][C:18]2[CH:23]=[CH:22][C:21](Br)=[CH:20][CH:19]=2)[N:13]=1)([CH3:7])[CH3:6])[CH3:2].[F:26][C:27]1[CH:32]=[CH:31][C:30](OB(O)O)=[CH:29][CH:28]=1.C(=O)([O-])[O-].[Na+].[Na+].O. (2) Given the product [CH2:1]([O:3][C:4](=[O:24])[CH2:5][C:6]1[CH:11]=[CH:10][CH:9]=[C:8]([S:12][C:13]2[C:21]3[C:16](=[CH:17][C:18]([Cl:22])=[CH:19][CH:20]=3)[N:15]([C:26]3[CH:27]=[N:28][N:29]([CH2:31][CH3:32])[CH:30]=3)[C:14]=2[CH3:23])[CH:7]=1)[CH3:2], predict the reactants needed to synthesize it. The reactants are: [CH2:1]([O:3][C:4](=[O:24])[CH2:5][C:6]1[CH:11]=[CH:10][CH:9]=[C:8]([S:12][C:13]2[C:21]3[C:16](=[CH:17][C:18]([Cl:22])=[CH:19][CH:20]=3)[NH:15][C:14]=2[CH3:23])[CH:7]=1)[CH3:2].Br[C:26]1[CH:27]=[N:28][N:29]([CH2:31][CH3:32])[CH:30]=1. (3) Given the product [CH3:1][S:2]([C:5]1[CH:12]=[CH:11][C:8]([CH2:9][C:13]#[N:14])=[CH:7][CH:6]=1)(=[O:4])=[O:3], predict the reactants needed to synthesize it. The reactants are: [CH3:1][S:2]([C:5]1[CH:12]=[CH:11][C:8]([CH2:9]Cl)=[CH:7][CH:6]=1)(=[O:4])=[O:3].[CH3:13][N:14](P(N(C)C)(N(C)C)=O)C.[C-]#N.[K+]. (4) The reactants are: B(Br)(Br)Br.[CH2:5]([C:7]1[C:12]([C:13]([F:16])([F:15])[F:14])=[CH:11][C:10]([O:17]C)=[CH:9][C:8]=1[O:19]C)[CH3:6].CO. Given the product [CH2:5]([C:7]1[C:12]([C:13]([F:14])([F:15])[F:16])=[CH:11][C:10]([OH:17])=[CH:9][C:8]=1[OH:19])[CH3:6], predict the reactants needed to synthesize it. (5) The reactants are: Br[C:2]1[C:10]2[C:5](=[CH:6][CH:7]=[C:8]([C:11]#[N:12])[CH:9]=2)[N:4]([CH:13]2[CH2:18][CH2:17][CH2:16][CH2:15][O:14]2)[N:3]=1.[CH:19]1([CH2:24][CH2:25][O:26][C:27]2[CH:28]=[C:29]3[C:34](=[CH:35][CH:36]=2)[CH:33]=[C:32](B(O)O)[CH:31]=[CH:30]3)[CH2:23][CH2:22][CH2:21][CH2:20]1. Given the product [CH:19]1([CH2:24][CH2:25][O:26][C:27]2[CH:28]=[C:29]3[C:34](=[CH:35][CH:36]=2)[CH:33]=[C:32]([C:2]2[C:10]4[C:5](=[CH:6][CH:7]=[C:8]([C:11]#[N:12])[CH:9]=4)[N:4]([CH:13]4[CH2:18][CH2:17][CH2:16][CH2:15][O:14]4)[N:3]=2)[CH:31]=[CH:30]3)[CH2:23][CH2:22][CH2:21][CH2:20]1, predict the reactants needed to synthesize it. (6) Given the product [CH3:17][CH:13]([O:12][C:6]1[N:5]=[C:4]2[C:9]([N:10]=[C:2]([O:25][CH3:24])[N:3]2[CH:18]2[CH2:23][CH2:22][CH2:21][CH2:20][O:19]2)=[C:8]([NH2:11])[N:7]=1)[CH2:14][CH2:15][CH3:16], predict the reactants needed to synthesize it. The reactants are: Br[C:2]1[N:3]([CH:18]2[CH2:23][CH2:22][CH2:21][CH2:20][O:19]2)[C:4]2[C:9]([N:10]=1)=[C:8]([NH2:11])[N:7]=[C:6]([O:12][CH:13]([CH3:17])[CH2:14][CH2:15][CH3:16])[N:5]=2.[CH3:24][O-:25].[Na+]. (7) Given the product [Br:1][C:2]1[CH:3]=[CH:4][C:5]([CH2:6][C:7]2[CH:8]=[N:9][C:10]3[N:11]([N:13]=[CH:14][C:15]=3[C:16]([NH:18][CH2:19][CH2:20][O:21][CH2:24][C:25]([OH:28])([CH3:27])[CH3:26])=[O:17])[CH:12]=2)=[CH:22][CH:23]=1, predict the reactants needed to synthesize it. The reactants are: [Br:1][C:2]1[CH:23]=[CH:22][C:5]([CH2:6][C:7]2[CH:8]=[N:9][C:10]3[N:11]([N:13]=[CH:14][C:15]=3[C:16]([NH:18][CH2:19][CH2:20][OH:21])=[O:17])[CH:12]=2)=[CH:4][CH:3]=1.[CH3:24][C:25]([O-:28])([CH3:27])[CH3:26].[K+].CC1(C)CO1. (8) The reactants are: [Cl:1][C:2]1[CH:11]=[C:10]([C:12](=O)[CH3:13])[C:9]([N:15]2[CH2:20][CH2:19][C:18]([F:22])([F:21])[CH2:17][CH2:16]2)=[C:8]2[C:3]=1[CH:4]=[CH:5][CH:6]=[N:7]2.C([O-])(=O)C.[NH4+].C([BH3-])#[N:29].[Na+]. Given the product [Cl:1][C:2]1[CH:11]=[C:10]([CH:12]([NH2:29])[CH3:13])[C:9]([N:15]2[CH2:20][CH2:19][C:18]([F:22])([F:21])[CH2:17][CH2:16]2)=[C:8]2[C:3]=1[CH:4]=[CH:5][CH:6]=[N:7]2, predict the reactants needed to synthesize it. (9) Given the product [C:47]12([NH:52][C:42]([C:10]3[N:9]=[C:8]([O:7][CH2:6][C@H:4]4[CH2:5][C@H:3]4[C:1]#[N:2])[N:13]=[C:12]([N:14]4[CH2:15][CH2:16][CH:17]([C:20]5[C:28]6[C:23](=[N:24][CH:25]=[CH:26][C:27]=6[CH3:29])[NH:22][N:21]=5)[CH2:18][CH2:19]4)[N:11]=3)=[O:43])[CH2:51][CH:49]([CH2:50]1)[CH2:48]2, predict the reactants needed to synthesize it. The reactants are: [C:1]([C@@H:3]1[CH2:5][C@@H:4]1[CH2:6][O:7][C:8]1[N:13]=[C:12]([N:14]2[CH2:19][CH2:18][CH:17]([C:20]3[C:28]4[C:23](=[N:24][CH:25]=[CH:26][C:27]=4[CH3:29])[NH:22][N:21]=3)[CH2:16][CH2:15]2)[N:11]=[C:10](C(C#N)C#N)[N:9]=1)#[N:2].C1C=C(Cl)C=C([C:42](OO)=[O:43])C=1.Cl.[C:47]12([NH2:52])[CH2:51][CH:49]([CH2:50]1)[CH2:48]2.C([O-])(O)=O.[Na+]. (10) Given the product [ClH:25].[ClH:25].[F:24][C:2]([F:1])([F:23])[C:3]1[CH:4]=[CH:5][C:6]([N:9]2[CH2:14][CH2:13][CH:12]([NH2:15])[CH2:11][CH2:10]2)=[N:7][CH:8]=1, predict the reactants needed to synthesize it. The reactants are: [F:1][C:2]([F:24])([F:23])[C:3]1[CH:4]=[CH:5][C:6]([N:9]2[CH2:14][CH2:13][CH:12]([NH:15]C(=O)OC(C)(C)C)[CH2:11][CH2:10]2)=[N:7][CH:8]=1.[ClH:25].